The task is: Regression. Given two drug SMILES strings and cell line genomic features, predict the synergy score measuring deviation from expected non-interaction effect.. This data is from NCI-60 drug combinations with 297,098 pairs across 59 cell lines. (1) Drug 1: C1C(C(OC1N2C=NC3=C2NC=NCC3O)CO)O. Drug 2: C1CCC(C(C1)N)N.C(=O)(C(=O)[O-])[O-].[Pt+4]. Cell line: HS 578T. Synergy scores: CSS=0.648, Synergy_ZIP=-1.18, Synergy_Bliss=-0.320, Synergy_Loewe=-4.04, Synergy_HSA=-1.46. (2) Drug 1: CC1=C(C(=CC=C1)Cl)NC(=O)C2=CN=C(S2)NC3=CC(=NC(=N3)C)N4CCN(CC4)CCO. Drug 2: B(C(CC(C)C)NC(=O)C(CC1=CC=CC=C1)NC(=O)C2=NC=CN=C2)(O)O. Cell line: EKVX. Synergy scores: CSS=35.6, Synergy_ZIP=-6.11, Synergy_Bliss=-4.44, Synergy_Loewe=-8.12, Synergy_HSA=-7.70. (3) Drug 2: CN(C(=O)NC(C=O)C(C(C(CO)O)O)O)N=O. Drug 1: COC1=C(C=C2C(=C1)N=CN=C2NC3=CC(=C(C=C3)F)Cl)OCCCN4CCOCC4. Cell line: SR. Synergy scores: CSS=41.5, Synergy_ZIP=2.10, Synergy_Bliss=3.38, Synergy_Loewe=-0.195, Synergy_HSA=4.53. (4) Drug 1: CNC(=O)C1=CC=CC=C1SC2=CC3=C(C=C2)C(=NN3)C=CC4=CC=CC=N4. Drug 2: C(CC(=O)O)C(=O)CN.Cl. Cell line: MDA-MB-435. Synergy scores: CSS=-1.92, Synergy_ZIP=-0.364, Synergy_Bliss=-1.27, Synergy_Loewe=-6.71, Synergy_HSA=-3.58.